This data is from NCI-60 drug combinations with 297,098 pairs across 59 cell lines. The task is: Regression. Given two drug SMILES strings and cell line genomic features, predict the synergy score measuring deviation from expected non-interaction effect. (1) Drug 1: C1=NC2=C(N=C(N=C2N1C3C(C(C(O3)CO)O)O)F)N. Drug 2: C1CC(C1)(C(=O)O)C(=O)O.[NH2-].[NH2-].[Pt+2]. Cell line: A549. Synergy scores: CSS=28.9, Synergy_ZIP=-3.52, Synergy_Bliss=-1.74, Synergy_Loewe=-3.48, Synergy_HSA=-0.950. (2) Synergy scores: CSS=25.1, Synergy_ZIP=1.28, Synergy_Bliss=1.80, Synergy_Loewe=0.539, Synergy_HSA=2.48. Drug 1: C1=C(C(=O)NC(=O)N1)F. Cell line: SN12C. Drug 2: C1=CC=C(C(=C1)C(C2=CC=C(C=C2)Cl)C(Cl)Cl)Cl. (3) Drug 1: CC1C(C(=O)NC(C(=O)N2CCCC2C(=O)N(CC(=O)N(C(C(=O)O1)C(C)C)C)C)C(C)C)NC(=O)C3=C4C(=C(C=C3)C)OC5=C(C(=O)C(=C(C5=N4)C(=O)NC6C(OC(=O)C(N(C(=O)CN(C(=O)C7CCCN7C(=O)C(NC6=O)C(C)C)C)C)C(C)C)C)N)C. Drug 2: CC1=C(C(=O)C2=C(C1=O)N3CC4C(C3(C2COC(=O)N)OC)N4)N. Cell line: TK-10. Synergy scores: CSS=11.2, Synergy_ZIP=-7.20, Synergy_Bliss=-4.72, Synergy_Loewe=-6.49, Synergy_HSA=-3.70. (4) Drug 1: CC1=C2C(C(=O)C3(C(CC4C(C3C(C(C2(C)C)(CC1OC(=O)C(C(C5=CC=CC=C5)NC(=O)C6=CC=CC=C6)O)O)OC(=O)C7=CC=CC=C7)(CO4)OC(=O)C)O)C)OC(=O)C. Drug 2: CC12CCC3C(C1CCC2OP(=O)(O)O)CCC4=C3C=CC(=C4)OC(=O)N(CCCl)CCCl.[Na+]. Cell line: HCT-15. Synergy scores: CSS=29.8, Synergy_ZIP=7.56, Synergy_Bliss=12.7, Synergy_Loewe=2.70, Synergy_HSA=4.36.